The task is: Predict the reactants needed to synthesize the given product.. This data is from Full USPTO retrosynthesis dataset with 1.9M reactions from patents (1976-2016). (1) Given the product [C:37]([O:41][C:42]([N:8]1[CH2:9][CH2:10][C:4]2[C:3]([NH:19][CH2:20][C:21]3[CH:22]=[CH:23][C:24]([C:27]([NH:29][CH:30]([CH3:36])[CH2:31][C:32]([F:35])([F:34])[F:33])=[O:28])=[CH:25][CH:26]=3)=[C:2]([Cl:1])[CH:18]=[CH:17][C:5]=2[CH2:6][CH2:7]1)=[O:43])([CH3:40])([CH3:39])[CH3:38], predict the reactants needed to synthesize it. The reactants are: [Cl:1][C:2]1[CH:18]=[CH:17][C:5]2[CH2:6][CH2:7][N:8](C(=O)C(F)(F)F)[CH2:9][CH2:10][C:4]=2[C:3]=1[NH:19][CH2:20][C:21]1[CH:26]=[CH:25][C:24]([C:27]([NH:29][CH:30]([CH3:36])[CH2:31][C:32]([F:35])([F:34])[F:33])=[O:28])=[CH:23][CH:22]=1.[C:37]([O:41][C:42](O[C:42]([O:41][C:37]([CH3:40])([CH3:39])[CH3:38])=[O:43])=[O:43])([CH3:40])([CH3:39])[CH3:38].C(=O)([O-])[O-].[Na+].[Na+]. (2) Given the product [Cl:1][C:2]1[C:10]([C:11]#[N:12])=[CH:9][CH:8]=[C:7]2[C:3]=1[CH:4]=[C:5]([C:13]([F:14])([F:15])[F:16])[N:6]2[CH2:18][C:19]1[N:23]=[C:22]([C:24]2[C:25]([CH3:30])=[N:26][O:27][C:28]=2[CH3:29])[O:21][N:20]=1, predict the reactants needed to synthesize it. The reactants are: [Cl:1][C:2]1[C:10]([C:11]#[N:12])=[CH:9][CH:8]=[C:7]2[C:3]=1[CH:4]=[C:5]([C:13]([F:16])([F:15])[F:14])[NH:6]2.Cl[CH2:18][C:19]1[N:23]=[C:22]([C:24]2[C:25]([CH3:30])=[N:26][O:27][C:28]=2[CH3:29])[O:21][N:20]=1. (3) Given the product [F:29][C:2]([F:1])([F:28])[C:3]1[CH:27]=[CH:26][C:6]([O:7][C:8]2[CH:9]=[CH:10][C:11]([CH:14]3[C:19]4=[N:20][S:21](=[O:24])(=[O:25])[CH2:22][CH2:23][N:18]4[CH2:17][CH2:16][CH2:15]3)=[CH:12][CH:13]=2)=[CH:5][CH:4]=1, predict the reactants needed to synthesize it. The reactants are: [F:1][C:2]([F:29])([F:28])[C:3]1[CH:27]=[CH:26][C:6]([O:7][C:8]2[CH:13]=[CH:12][C:11]([C:14]3[C:19]4=[N:20][S:21](=[O:25])(=[O:24])[CH2:22][CH2:23][N:18]4[CH:17]=[CH:16][CH:15]=3)=[CH:10][CH:9]=2)=[CH:5][CH:4]=1. (4) Given the product [Cl:28][C:18]1[CH:19]=[C:20]([C:21]2[N:23]=[C:12]([C:10]3[S:11][C:7]([CH2:6][N:3]([CH2:1][CH3:2])[CH2:4][CH3:5])=[C:8]([CH3:15])[CH:9]=3)[O:14][N:22]=2)[CH:25]=[C:26]([CH3:27])[C:17]=1[OH:16], predict the reactants needed to synthesize it. The reactants are: [CH2:1]([N:3]([CH2:6][C:7]1[S:11][C:10]([C:12]([OH:14])=O)=[CH:9][C:8]=1[CH3:15])[CH2:4][CH3:5])[CH3:2].[OH:16][C:17]1[C:26]([CH3:27])=[CH:25][C:20]([C:21]([NH:23]O)=[NH:22])=[CH:19][C:18]=1[Cl:28]. (5) The reactants are: [Cl:1][C:2]1[CH:3]=[C:4]([N:20]2[C:25](=[O:26])[NH:24][C:23](=[O:27])[CH:22]=[N:21]2)[CH:5]=[C:6]([Cl:19])[C:7]=1[O:8][C:9]1[CH:14]=[CH:13][C:12]([O:15]C)=[C:11]([CH:17]=[O:18])[CH:10]=1.B(Cl)(Cl)Cl.C(OCC)(=O)C. Given the product [Cl:1][C:2]1[CH:3]=[C:4]([N:20]2[C:25](=[O:26])[NH:24][C:23](=[O:27])[CH:22]=[N:21]2)[CH:5]=[C:6]([Cl:19])[C:7]=1[O:8][C:9]1[CH:14]=[CH:13][C:12]([OH:15])=[C:11]([CH:17]=[O:18])[CH:10]=1, predict the reactants needed to synthesize it.